From a dataset of Reaction yield outcomes from USPTO patents with 853,638 reactions. Predict the reaction yield, written as a fraction of the theoretical maximum amount of product (1.0 means a 100% yield; for example, 0.34 means a 34% yield). (1) The reactants are [Br:1][C:2]1[CH:3]=[C:4]([NH:10][C:11]2[N:16]=[CH:15][C:14]([N:17]3[CH2:22][CH2:21][N:20](C(OC(C)(C)C)=O)[CH2:19][CH2:18]3)=[CH:13][CH:12]=2)[C:5](=[O:9])[N:6]([CH3:8])[CH:7]=1. The catalyst is Cl.O1CCOCC1. The product is [Br:1][C:2]1[CH:3]=[C:4]([NH:10][C:11]2[CH:12]=[CH:13][C:14]([N:17]3[CH2:22][CH2:21][NH:20][CH2:19][CH2:18]3)=[CH:15][N:16]=2)[C:5](=[O:9])[N:6]([CH3:8])[CH:7]=1. The yield is 0.870. (2) No catalyst specified. The yield is 0.280. The product is [CH2:11]([C:7]1[CH:6]=[C:5]([CH:10]=[CH:9][CH:8]=1)[C:3]([OH:14])=[O:1])[CH3:12]. The reactants are [OH-:1].[Na+].[C:3]([C:5]1[CH:10]=[CH:9][CH:8]=[C:7]([CH2:11][CH3:12])[CH:6]=1)#N.C[OH:14]. (3) The reactants are CC1C=C([N:7]2[CH2:11][CH2:10][N:9]([CH2:12][CH2:13][O:14]C3C=CC=CC=3)C2=O)SC=1C(O)=O.[F:25][C:26]1[CH:47]=[CH:46][C:29]([CH2:30][N:31]2[CH2:35][CH2:34][N:33]([C:36]3[S:40][C:39]([C:41](O)=[O:42])=[C:38]([CH3:44])[CH:37]=3)[C:32]2=[O:45])=[CH:28][CH:27]=1.O1C=CN=C1CN. No catalyst specified. The product is [F:25][C:26]1[CH:47]=[CH:46][C:29]([CH2:30][N:31]2[CH2:35][CH2:34][N:33]([C:36]3[S:40][C:39]([C:41]([NH:7][CH2:11][C:10]4[O:14][CH:13]=[CH:12][N:9]=4)=[O:42])=[C:38]([CH3:44])[CH:37]=3)[C:32]2=[O:45])=[CH:28][CH:27]=1. The yield is 0.350. (4) The reactants are [CH2:1]([N:8]([CH2:23][C:24]1[CH:29]=[CH:28][CH:27]=[CH:26][CH:25]=1)[C@@H:9]([CH2:12][C:13]1[CH:18]=[CH:17][C:16]([C:19]([F:22])([F:21])[F:20])=[CH:15][CH:14]=1)[CH:10]=[O:11])[C:2]1[CH:7]=[CH:6][CH:5]=[CH:4][CH:3]=1.[CH3:30][Mg]Br.[Cl-].[NH4+]. The catalyst is CCOCC. The product is [CH2:23]([N:8]([CH2:1][C:2]1[CH:7]=[CH:6][CH:5]=[CH:4][CH:3]=1)[C@@H:9]([CH2:12][C:13]1[CH:18]=[CH:17][C:16]([C:19]([F:22])([F:21])[F:20])=[CH:15][CH:14]=1)[C@H:10]([OH:11])[CH3:30])[C:24]1[CH:25]=[CH:26][CH:27]=[CH:28][CH:29]=1. The yield is 0.659. (5) The reactants are C(O[NH:9][CH2:10][C@@H:11]([CH2:15][CH2:16][CH2:17][CH2:18][CH3:19])[C:12]([OH:14])=[O:13])C1C=CC=CC=1.[C:20]([O:23][C:24](=O)[CH3:25])(=[O:22])C. The catalyst is C(O)=O.ClCCl. The product is [CH2:24]([O:23][C:20]([NH:9][CH2:10][C@@H:11]([CH2:15][CH2:16][CH2:17][CH2:18][CH3:19])[C:12]([OH:14])=[O:13])=[O:22])[C:25]1[CH:17]=[CH:16][CH:15]=[CH:11][CH:10]=1. The yield is 0.950. (6) The reactants are [Br:1][C:2]1[CH:3]=[CH:4][C:5]2[NH:6][C:7]3[C:12]([C:13]=2[CH:14]=1)=[CH:11][C:10]([Br:15])=[CH:9][CH:8]=3.[H-].[Na+].[C:18]([O:23][CH3:24])(=[O:22])[CH:19]1[O:21][CH2:20]1. The catalyst is CN(C=O)C. The product is [Br:15][C:10]1[CH:9]=[CH:8][C:7]2[N:6]([CH2:20][CH:19]([OH:21])[C:18]([O:23][CH3:24])=[O:22])[C:5]3[C:13]([C:12]=2[CH:11]=1)=[CH:14][C:2]([Br:1])=[CH:3][CH:4]=3. The yield is 0.320. (7) The reactants are Cl[C:2]([O:4][CH2:5][CH3:6])=[O:3].[CH:7]12[CH2:16][CH:11]3[CH2:12][CH:13]([CH2:15][CH:9]([CH2:10]3)[CH:8]1[C:17]1[CH:22]=[C:21]([CH3:23])[CH:20]=[CH:19][C:18]=1[OH:24])[CH2:14]2.CCN(CC)CC. The catalyst is CN(C1C=CN=CC=1)C.ClCCl. The product is [C:2](=[O:3])([O:4][CH2:5][CH3:6])[O:24][C:18]1[CH:19]=[CH:20][C:21]([CH3:23])=[CH:22][C:17]=1[CH:8]1[CH:9]2[CH2:10][CH:11]3[CH2:12][CH:13]([CH2:14][CH:7]1[CH2:16]3)[CH2:15]2. The yield is 0.940. (8) The reactants are [C:1]([CH2:6][S:7][C:8]1[S:9][CH:10]=[CH:11][C:12]=1[CH:13]=O)([O:3][CH2:4][CH3:5])=[O:2].C1CCN2C(=NCCC2)CC1. The catalyst is CO. The product is [S:7]1[C:8]2[S:9][CH:10]=[CH:11][C:12]=2[CH:13]=[C:6]1[C:1]([O:3][CH2:4][CH3:5])=[O:2]. The yield is 0.450. (9) The product is [C:15]([NH:19][C:10]1[C:9]2[C:4](=[CH:5][CH:6]=[CH:7][CH:8]=2)[N:3]=[C:2]([Cl:1])[N:11]=1)([CH3:18])([CH3:17])[CH3:16]. The yield is 0.640. The reactants are [Cl:1][C:2]1[N:11]=[C:10](N(C)C)[C:9]2[C:4](=[CH:5][CH:6]=[CH:7][CH:8]=2)[N:3]=1.[C:15]([NH2:19])([CH3:18])([CH3:17])[CH3:16].C(N(C(C)C)CC)(C)C. The catalyst is C1COCC1. (10) The reactants are [C:1]([O:5][C:6]([N:8]1[CH2:13][CH2:12][CH:11]([C:14]([OH:16])=O)[CH2:10][CH2:9]1)=[O:7])([CH3:4])([CH3:3])[CH3:2].C1C=CC2N(O)N=NC=2C=1.[Cl:27][C:28]1[S:32][C:31]([S:33]([NH2:36])(=[O:35])=[O:34])=[CH:30][CH:29]=1.CCN(C(C)C)C(C)C. The catalyst is C(Cl)Cl. The product is [Cl:27][C:28]1[S:32][C:31]([S:33]([NH:36][C:14]([CH:11]2[CH2:10][CH2:9][N:8]([C:6]([O:5][C:1]([CH3:2])([CH3:3])[CH3:4])=[O:7])[CH2:13][CH2:12]2)=[O:16])(=[O:35])=[O:34])=[CH:30][CH:29]=1. The yield is 0.250.